This data is from Full USPTO retrosynthesis dataset with 1.9M reactions from patents (1976-2016). The task is: Predict the reactants needed to synthesize the given product. (1) Given the product [Cl:8][C:3]1[C:2]([NH:1][CH:10]2[CH2:15][CH2:14][N:13]([C:16]([O:18][CH2:19][CH3:20])=[O:17])[CH2:12][CH2:11]2)=[CH:7][CH:6]=[CH:5][N:4]=1, predict the reactants needed to synthesize it. The reactants are: [NH2:1][C:2]1[C:3]([Cl:8])=[N:4][CH:5]=[CH:6][CH:7]=1.O=[C:10]1[CH2:15][CH2:14][N:13]([C:16]([O:18][CH2:19][CH3:20])=[O:17])[CH2:12][CH2:11]1.FC(F)(F)C(O)=O.C(O[BH-](OC(=O)C)OC(=O)C)(=O)C.[Na+].[F-].[K+]. (2) Given the product [CH3:17][S:18]([O:15][CH2:14][CH:11]1[CH2:12][CH2:13][C@H:8]([NH:7][C:6]([O:5][C:1]([CH3:4])([CH3:2])[CH3:3])=[O:16])[CH2:9][O:10]1)(=[O:20])=[O:19], predict the reactants needed to synthesize it. The reactants are: [C:1]([O:5][C:6](=[O:16])[NH:7][C@H:8]1[CH2:13][CH2:12][CH:11]([CH2:14][OH:15])[O:10][CH2:9]1)([CH3:4])([CH3:3])[CH3:2].[CH3:17][S:18](Cl)(=[O:20])=[O:19].